From a dataset of Full USPTO retrosynthesis dataset with 1.9M reactions from patents (1976-2016). Predict the reactants needed to synthesize the given product. (1) The reactants are: [F:1][C:2]1[CH:20]=[CH:19][C:5]([O:6][C:7]2[CH:8]=[CH:9][C:10]3[N:14]=[C:13]([CH2:15][OH:16])[N:12]([CH3:17])[C:11]=3[CH:18]=2)=[CH:4][CH:3]=1.O[C:22]1[CH:23]=[C:24]([CH:29]=[CH:30][CH:31]=1)[C:25]([O:27][CH3:28])=[O:26].C(P(CCCC)CCCC)CCC.N(C(N1CCCCC1)=O)=NC(N1CCCCC1)=O. Given the product [F:1][C:2]1[CH:20]=[CH:19][C:5]([O:6][C:7]2[CH:8]=[CH:9][C:10]3[N:14]=[C:13]([CH2:15][O:16][C:22]4[CH:23]=[C:24]([CH:29]=[CH:30][CH:31]=4)[C:25]([O:27][CH3:28])=[O:26])[N:12]([CH3:17])[C:11]=3[CH:18]=2)=[CH:4][CH:3]=1, predict the reactants needed to synthesize it. (2) The reactants are: C([N:8]([CH3:40])[CH:9]1[CH2:14][CH2:13][CH:12]([N:15]([CH2:28][C:29]2[CH:30]=[C:31](B(O)O)[CH:32]=[CH:33][C:34]=2[O:35][CH3:36])[C:16]([C:18]2[S:22][C:21]3[CH:23]=[CH:24][CH:25]=[CH:26][C:20]=3[C:19]=2[Cl:27])=[O:17])[CH2:11][CH2:10]1)(OC(C)(C)C)=O.Br[C:42]1[CH:43]=[N:44][CH:45]=[N:46][CH:47]=1. Given the product [ClH:27].[ClH:27].[CH3:36][O:35][C:34]1[CH:33]=[CH:32][C:31]([C:42]2[CH:43]=[N:44][CH:45]=[N:46][CH:47]=2)=[CH:30][C:29]=1[CH2:28][N:15]([CH:12]1[CH2:11][CH2:10][CH:9]([NH:8][CH3:40])[CH2:14][CH2:13]1)[C:16]([C:18]1[S:22][C:21]2[CH:23]=[CH:24][CH:25]=[CH:26][C:20]=2[C:19]=1[Cl:27])=[O:17], predict the reactants needed to synthesize it. (3) Given the product [C:1]([C:4]1[CH:5]=[CH:6][C:7]([C:22]2[CH:27]=[CH:26][CH:25]=[C:24]([NH:28][C:29](=[O:37])[C:30]3[CH:31]=[CH:32][C:33]([F:36])=[CH:34][CH:35]=3)[C:23]=2[CH3:38])=[C:8]2[C:16]=1[NH:15][C:14]1[CH:13]=[C:12]([C:17]([OH:19])=[O:18])[CH:11]=[CH:10][C:9]2=1)(=[O:3])[NH2:2], predict the reactants needed to synthesize it. The reactants are: [C:1]([C:4]1[CH:5]=[CH:6][C:7]([C:22]2[CH:27]=[CH:26][CH:25]=[C:24]([NH:28][C:29](=[O:37])[C:30]3[CH:35]=[CH:34][C:33]([F:36])=[CH:32][CH:31]=3)[C:23]=2[CH3:38])=[C:8]2[C:16]=1[NH:15][C:14]1[CH:13]=[C:12]([C:17]([O:19]CC)=[O:18])[CH:11]=[CH:10][C:9]2=1)(=[O:3])[NH2:2].[OH-].[Na+].Cl. (4) Given the product [CH2:1]([O:3][C:4]([N:6]1[C:14]2[C:9](=[CH:10][CH:11]=[C:12]([Cl:15])[CH:13]=2)[C:8]2([CH:16]([C:17]3[CH:18]=[CH:19][C:20]([Cl:23])=[CH:21][CH:22]=3)[CH2:35][C:34](=[O:36])[NH:33][CH:32]2[C:28]2[CH:29]=[CH:30][CH:31]=[C:26]([F:25])[CH:27]=2)[C:7]1=[O:24])=[O:5])[CH3:2], predict the reactants needed to synthesize it. The reactants are: [CH2:1]([O:3][C:4]([N:6]1[C:14]2[C:9](=[CH:10][CH:11]=[C:12]([Cl:15])[CH:13]=2)/[C:8](=[CH:16]/[C:17]2[CH:22]=[CH:21][C:20]([Cl:23])=[CH:19][CH:18]=2)/[C:7]1=[O:24])=[O:5])[CH3:2].[F:25][C:26]1[CH:27]=[C:28]([CH:32]=[N:33][C:34]([O:36][Si](C)(C)C)=[CH2:35])[CH:29]=[CH:30][CH:31]=1. (5) Given the product [Cl:16][C:8]1[CH:9]=[C:10]([Cl:15])[C:11]([O:13][CH3:14])=[CH:12][C:7]=1[NH:6][C:4]1[C:3]([C:1]#[N:2])=[CH:17][N:18]=[C:19]2[CH:23]=[CH:22][S:21][C:20]=12, predict the reactants needed to synthesize it. The reactants are: [C:1]([C:3](=[CH:17][NH:18][C:19]1[CH:23]=[CH:22][S:21][CH:20]=1)[C:4]([NH:6][C:7]1[CH:12]=[C:11]([O:13][CH3:14])[C:10]([Cl:15])=[CH:9][C:8]=1[Cl:16])=O)#[N:2].P(Cl)(Cl)(Cl)=O.